From a dataset of Reaction yield outcomes from USPTO patents with 853,638 reactions. Predict the reaction yield, written as a fraction of the theoretical maximum amount of product (1.0 means a 100% yield; for example, 0.34 means a 34% yield). (1) The reactants are [CH3:1][O:2][C:3]1[C:11]2[S:10][C:9]([S:12]([O-])(=[O:14])=[O:13])=[C:8]([CH3:16])[C:7]=2[CH:6]=[CH:5][CH:4]=1.[K+].O=P(Cl)(Cl)[Cl:20]. No catalyst specified. The product is [CH3:1][O:2][C:3]1[C:11]2[S:10][C:9]([S:12]([Cl:20])(=[O:14])=[O:13])=[C:8]([CH3:16])[C:7]=2[CH:6]=[CH:5][CH:4]=1. The yield is 0.460. (2) The reactants are [OH:1][C:2]1[CH:7]=[CH:6][C:5]([C:8]2[C:16]3[C:15]([NH:17][C@H:18]([C:20]4[N:25]([C:26]5[CH:31]=[CH:30][CH:29]=[CH:28][CH:27]=5)[C:24](=[O:32])[C:23]5=[C:33]([CH3:36])[CH:34]=[CH:35][N:22]5[N:21]=4)[CH3:19])=[N:14][CH:13]=[N:12][C:11]=3[N:10](COCC[Si](C)(C)C)[CH:9]=2)=[CH:4][CH:3]=1.FC(F)(F)C(O)=O.N. No catalyst specified. The product is [OH:1][C:2]1[CH:7]=[CH:6][C:5]([C:8]2[C:16]3[C:15]([NH:17][C@H:18]([C:20]4[N:25]([C:26]5[CH:31]=[CH:30][CH:29]=[CH:28][CH:27]=5)[C:24](=[O:32])[C:23]5=[C:33]([CH3:36])[CH:34]=[CH:35][N:22]5[N:21]=4)[CH3:19])=[N:14][CH:13]=[N:12][C:11]=3[NH:10][CH:9]=2)=[CH:4][CH:3]=1. The yield is 0.690. (3) The reactants are Cl.[NH:2]1[CH2:6][CH2:5][C@H:4]([N:7]2[C:11]3=[C:12]4[S:18][CH:17]=[CH:16][C:13]4=[N:14][CH:15]=[C:10]3[N:9]=[C:8]2[C@H:19]([OH:21])[CH3:20])[CH2:3]1.C(N(CC)C(C)C)(C)C.[C:31](#[N:35])[CH2:32][CH2:33][CH3:34]. The catalyst is C(#N)C. The product is [OH:21][C@@H:19]([C:8]1[N:7]([C@H:4]2[CH2:5][CH2:6][N:2]([CH2:34][CH2:33][CH2:32][C:31]#[N:35])[CH2:3]2)[C:11]2=[C:12]3[S:18][CH:17]=[CH:16][C:13]3=[N:14][CH:15]=[C:10]2[N:9]=1)[CH3:20]. The yield is 0.380. (4) The reactants are [OH-].[Li+].[O:3]=[C:4]1[C:13]2[C:8](=[CH:9][C:10]([C:14]3[CH:19]=[N:18][C:17]([NH:20][C:21]4[CH:22]=[N:23][C:24]([C:27]([F:30])([F:29])[F:28])=[CH:25][CH:26]=4)=[CH:16][N:15]=3)=[CH:11][CH:12]=2)[CH2:7][CH2:6][C:5]1([CH2:36][C:37]([O:39]CC)=[O:38])[CH2:31][C:32]([F:35])([F:34])[F:33]. The catalyst is C(O)C.O. The product is [O:3]=[C:4]1[C:13]2[C:8](=[CH:9][C:10]([C:14]3[CH:19]=[N:18][C:17]([NH:20][C:21]4[CH:22]=[N:23][C:24]([C:27]([F:28])([F:29])[F:30])=[CH:25][CH:26]=4)=[CH:16][N:15]=3)=[CH:11][CH:12]=2)[CH2:7][CH2:6][C:5]1([CH2:36][C:37]([OH:39])=[O:38])[CH2:31][C:32]([F:34])([F:35])[F:33]. The yield is 0.880. (5) The reactants are [CH2:1]([O:3][C:4](=[O:16])/[CH:5]=[CH:6]/[C:7]1[CH:12]=[CH:11][N:10]=[C:9]([CH:13]2[CH2:15][CH2:14]2)[CH:8]=1)[CH3:2].[Br-].[F:18][C:19]1[CH:30]=[CH:29][C:22]([CH2:23][S+]2CCCC2)=[CH:21][CH:20]=1. No catalyst specified. The product is [CH2:1]([O:3][C:4]([C@@H:5]1[C@H:23]([C:22]2[CH:29]=[CH:30][C:19]([F:18])=[CH:20][CH:21]=2)[C@H:6]1[C:7]1[CH:12]=[CH:11][N:10]=[C:9]([CH:13]2[CH2:15][CH2:14]2)[CH:8]=1)=[O:16])[CH3:2]. The yield is 0.710. (6) The product is [N+:1]([C:4]1[CH:5]=[C:6]([NH:7][C:16](=[O:17])[C:15]2[CH:19]=[CH:20][CH:21]=[C:13]([C:12]([F:11])([F:22])[F:23])[CH:14]=2)[CH:8]=[CH:9][CH:10]=1)([O-:3])=[O:2]. The yield is 1.00. The catalyst is N1C=CC=CC=1. The reactants are [N+:1]([C:4]1[CH:5]=[C:6]([CH:8]=[CH:9][CH:10]=1)[NH2:7])([O-:3])=[O:2].[F:11][C:12]([F:23])([F:22])[C:13]1[CH:14]=[C:15]([CH:19]=[CH:20][CH:21]=1)[C:16](Cl)=[O:17]. (7) The reactants are C[O:2][C:3](=[O:30])[C:4]1[CH:9]=[CH:8][C:7]([NH:10][C:11]([C@H:13]2[CH2:17][C@@H:16]([O:18][CH3:19])[CH2:15][N:14]2[C:20](=[O:29])[NH:21][C:22]2[CH:27]=[CH:26][C:25]([Cl:28])=[CH:24][CH:23]=2)=[O:12])=[CH:6][CH:5]=1.C[Si](C)(C)[O-].[K+]. The catalyst is C1COCC1. The product is [Cl:28][C:25]1[CH:24]=[CH:23][C:22]([NH:21][C:20]([N:14]2[CH2:15][C@H:16]([O:18][CH3:19])[CH2:17][C@@H:13]2[C:11]([NH:10][C:7]2[CH:8]=[CH:9][C:4]([C:3]([OH:30])=[O:2])=[CH:5][CH:6]=2)=[O:12])=[O:29])=[CH:27][CH:26]=1. The yield is 1.00.